From a dataset of Catalyst prediction with 721,799 reactions and 888 catalyst types from USPTO. Predict which catalyst facilitates the given reaction. Reactant: O[C:2]1[N:7]=[C:6]([C:8]2[CH:16]=[CH:15][C:11]([C:12]([OH:14])=O)=[CH:10][CH:9]=2)[CH:5]=[CH:4][N:3]=1.O=P(Cl)(Cl)[Cl:19].[Cl:22][C:23]1[CH:29]=[CH:28][C:26]([NH2:27])=[CH:25][CH:24]=1.CCN(CC)CC. Product: [Cl:22][C:23]1[CH:29]=[CH:28][C:26]([NH:27][C:12](=[O:14])[C:11]2[CH:10]=[CH:9][C:8]([C:6]3[CH:5]=[CH:4][N:3]=[C:2]([Cl:19])[N:7]=3)=[CH:16][CH:15]=2)=[CH:25][CH:24]=1. The catalyst class is: 6.